Predict the reactants needed to synthesize the given product. From a dataset of Full USPTO retrosynthesis dataset with 1.9M reactions from patents (1976-2016). (1) Given the product [Br:1][C:2]1[CH:3]=[C:4]2[C:9](=[CH:10][CH:11]=1)[N:8]=[C:7]([CH2:12][N:14]1[CH2:18][CH2:17][CH2:16][CH2:15]1)[CH:6]=[CH:5]2, predict the reactants needed to synthesize it. The reactants are: [Br:1][C:2]1[CH:3]=[C:4]2[C:9](=[CH:10][CH:11]=1)[N:8]=[C:7]([CH2:12]Br)[CH:6]=[CH:5]2.[NH:14]1[CH2:18][CH2:17][CH2:16][CH2:15]1.C([O-])([O-])=O.[K+].[K+]. (2) Given the product [OH:61][CH2:60][C@@H:59]1[CH2:62][CH2:63][CH2:64][N:58]1[C:25]([C@H:22]1[CH2:21][CH2:20][C@H:19]([C:16]2[CH:17]=[CH:18][C:13]([NH:12][C:11]([NH:10][C:4]3[CH:5]=[C:6]([CH3:9])[CH:7]=[CH:8][C:3]=3[O:2][CH3:1])=[O:28])=[CH:14][CH:15]=2)[CH2:24][CH2:23]1)=[O:27], predict the reactants needed to synthesize it. The reactants are: [CH3:1][O:2][C:3]1[CH:8]=[CH:7][C:6]([CH3:9])=[CH:5][C:4]=1[NH:10][C:11](=[O:28])[NH:12][C:13]1[CH:18]=[CH:17][C:16]([C@H:19]2[CH2:24][CH2:23][C@H:22]([C:25]([OH:27])=O)[CH2:21][CH2:20]2)=[CH:15][CH:14]=1.Cl.CN(C)CCCN=C=NCC.ON1C2C=CC=CC=2N=N1.C(N(CC)CC)C.[NH:58]1[CH2:64][CH2:63][CH2:62][C@@H:59]1[CH2:60][OH:61].